This data is from Forward reaction prediction with 1.9M reactions from USPTO patents (1976-2016). The task is: Predict the product of the given reaction. (1) The product is: [Br:1][C:2]1[CH:3]=[C:4]2[C:9]([C:8]([CH3:15])([CH3:16])[CH2:7][CH2:6][C:5]2=[O:21])=[CH:10][C:11]=1[O:12][CH2:13][CH3:14]. Given the reactants [Br:1][C:2]1[CH:3]=[C:4]2[C:9](=[CH:10][C:11]=1[O:12][CH2:13][CH3:14])[C:8]([CH3:16])([CH3:15])[CH2:7][CH2:6][CH2:5]2.C([O:21]O)(C)(C)C, predict the reaction product. (2) The product is: [CH3:18][O:17][C:16]1[CH:15]=[CH:14][CH:13]=[C:12]([O:19][CH3:20])[C:11]=1[CH:2]1[N:1]([CH2:29][C:28]2[CH:31]=[CH:32][CH:33]=[C:26]([N:21]3[CH2:25][CH2:24][CH2:23][CH2:22]3)[CH:27]=2)[C:5](=[O:7])[CH:4]([CH3:10])[CH2:3]1. Given the reactants [NH2:1][CH:2]([C:11]1[C:16]([O:17][CH3:18])=[CH:15][CH:14]=[CH:13][C:12]=1[O:19][CH3:20])[CH2:3][CH:4]([CH3:10])[C:5]([O:7]CC)=O.[N:21]1([C:26]2[CH:27]=[C:28]([CH:31]=[CH:32][CH:33]=2)[CH:29]=O)[CH2:25][CH2:24][CH2:23][CH2:22]1, predict the reaction product. (3) Given the reactants [N:1]1[C:9]([C:10]2[C:11]([NH:16][C:17]3[C:22]([F:23])=[CH:21][CH:20]=[C:19]([NH2:24])[C:18]=3[F:25])=[N:12][CH:13]=[CH:14][CH:15]=2)=[C:8]2[C:4]([NH:5][CH:6]=[N:7]2)=[N:3][CH:2]=1.[CH3:26][O:27][C:28]1[CH:33]=[CH:32][C:31]([CH:34]2[CH2:36][CH:35]2[S:37](Cl)(=[O:39])=[O:38])=[CH:30][CH:29]=1, predict the reaction product. The product is: [N:1]1[C:9]([C:10]2[C:11]([NH:16][C:17]3[C:18]([F:25])=[C:19]([NH:24][S:37]([CH:35]4[CH2:36][CH:34]4[C:31]4[CH:32]=[CH:33][C:28]([O:27][CH3:26])=[CH:29][CH:30]=4)(=[O:39])=[O:38])[CH:20]=[CH:21][C:22]=3[F:23])=[N:12][CH:13]=[CH:14][CH:15]=2)=[C:8]2[C:4]([NH:5][CH:6]=[N:7]2)=[N:3][CH:2]=1. (4) Given the reactants [OH:1][C:2]([C:15]([F:18])([F:17])[F:16])([CH2:5][C:6]([CH3:14])([C:8]1[CH:13]=[CH:12][CH:11]=[CH:10][CH:9]=1)[CH3:7])[CH:3]=O.[NH2:19][C:20]1[CH:29]=[CH:28][CH:27]=[C:26]2[C:21]=1[CH:22]=[CH:23][C:24]([O:30][CH3:31])=[N:25]2, predict the reaction product. The product is: [F:18][C:15]([F:16])([F:17])[C:2]([CH:3]=[N:19][C:20]1[CH:29]=[CH:28][CH:27]=[C:26]2[C:21]=1[CH:22]=[CH:23][C:24]([O:30][CH3:31])=[N:25]2)([OH:1])[CH2:5][C:6]([C:8]1[CH:9]=[CH:10][CH:11]=[CH:12][CH:13]=1)([CH3:7])[CH3:14]. (5) Given the reactants [CH2:1]([O:5][C:6]1[CH:10]=[C:9]([CH2:11][CH2:12][S:13]([NH2:16])(=[O:15])=[O:14])[N:8]([CH2:17][C:18]2[CH:23]=[CH:22][C:21]([Cl:24])=[CH:20][C:19]=2[Cl:25])[N:7]=1)[CH2:2][CH2:3][CH3:4].C(N(CC)C(C)C)(C)C.Cl[C:36]([O:38][CH2:39][CH2:40][CH2:41][CH3:42])=[O:37], predict the reaction product. The product is: [CH2:1]([O:5][C:6]1[CH:10]=[C:9]([CH2:11][CH2:12][S:13]([NH:16][C:36](=[O:37])[O:38][CH2:39][CH2:40][CH2:41][CH3:42])(=[O:14])=[O:15])[N:8]([CH2:17][C:18]2[CH:23]=[CH:22][C:21]([Cl:24])=[CH:20][C:19]=2[Cl:25])[N:7]=1)[CH2:2][CH2:3][CH3:4]. (6) Given the reactants [C:1](=O)([O-])[O-].[Na+].[Na+].O.[NH2:8][CH2:9][CH2:10][CH2:11][OH:12].[C:13](O[C:13]([O:15][C:16]([CH3:19])([CH3:18])[CH3:17])=[O:14])([O:15][C:16]([CH3:19])([CH3:18])[CH3:17])=[O:14], predict the reaction product. The product is: [OH:12][CH2:11][CH2:10][CH2:9][N:8]([CH3:1])[C:13](=[O:14])[O:15][C:16]([CH3:19])([CH3:18])[CH3:17]. (7) Given the reactants [F:1][C:2]1[CH:18]=[CH:17][C:5]([CH2:6][C:7]2[O:11][C:10]([CH:12]3OCC[O:13]3)=[CH:9][CH:8]=2)=[CH:4][CH:3]=1.C(O)(=O)CC(CC(O)=O)(C(O)=O)O, predict the reaction product. The product is: [F:1][C:2]1[CH:18]=[CH:17][C:5]([CH2:6][C:7]2[O:11][C:10]([CH:12]=[O:13])=[CH:9][CH:8]=2)=[CH:4][CH:3]=1. (8) The product is: [C:2]1([C:2]2[CH:7]=[CH:6][CH:5]=[CH:4][CH:3]=2)[CH:7]=[CH:6][C:5]([NH:8][C:9]2[CH:14]=[CH:13][C:12]([C:16]3[CH:21]=[CH:20][CH:19]=[CH:18][CH:17]=3)=[CH:11][CH:10]=2)=[CH:4][CH:3]=1. Given the reactants Br[C:2]1[CH:7]=[CH:6][C:5]([NH:8][C:9]2[CH:14]=[CH:13][C:12](Br)=[CH:11][CH:10]=2)=[CH:4][CH:3]=1.[C:16]1(B(O)O)[CH:21]=[CH:20][CH:19]=[CH:18][CH:17]=1.C(=O)([O-])[O-].[K+].[K+], predict the reaction product. (9) Given the reactants [C:1](Cl)(=[O:8])[C:2]1[CH:7]=[CH:6][CH:5]=[CH:4][CH:3]=1.[OH-].[Na+].[CH:12]1[C:24]2[CH:23]([CH2:25][O:26][C:27]([NH:29][C@@H:30]([CH2:34][CH2:35][NH2:36])[C:31]([OH:33])=[O:32])=[O:28])[C:22]3[C:17](=[CH:18][CH:19]=[CH:20][CH:21]=3)[C:16]=2[CH:15]=[CH:14][CH:13]=1, predict the reaction product. The product is: [CH:21]1[C:22]2[CH:23]([CH2:25][O:26][C:27]([NH:29][C@@H:30]([CH2:34][CH2:35][NH:36][C:1](=[O:8])[C:2]3[CH:7]=[CH:6][CH:5]=[CH:4][CH:3]=3)[C:31]([OH:33])=[O:32])=[O:28])[C:24]3[C:16](=[CH:15][CH:14]=[CH:13][CH:12]=3)[C:17]=2[CH:18]=[CH:19][CH:20]=1. (10) Given the reactants [CH2:1]([C:5]1[NH:6][C:7]([CH2:10][OH:11])=[CH:8][N:9]=1)[CH2:2][CH2:3][CH3:4].C([O-])([O-])=O.[Na+].[Na+], predict the reaction product. The product is: [CH2:1]([C:5]1[NH:6][C:7]([CH:10]=[O:11])=[CH:8][N:9]=1)[CH2:2][CH2:3][CH3:4].